From a dataset of Full USPTO retrosynthesis dataset with 1.9M reactions from patents (1976-2016). Predict the reactants needed to synthesize the given product. (1) The reactants are: C[Si]([N-][Si](C)(C)C)(C)C.[Li+].[C:11](#[N:15])[CH:12]([CH3:14])[CH3:13].[F:16][C:17]1[C:24]([F:25])=[CH:23][CH:22]=[C:21]([F:26])[C:18]=1[CH2:19]Br.O. Given the product [CH3:13][C:12]([CH3:14])([CH2:19][C:18]1[C:21]([F:26])=[CH:22][CH:23]=[C:24]([F:25])[C:17]=1[F:16])[C:11]#[N:15], predict the reactants needed to synthesize it. (2) The reactants are: [OH:1][C:2]1[CH:3]=[C:4]([CH:14]=[CH:15][CH:16]=1)[CH2:5][C:6]1([C:11]([O-:13])=[O:12])[CH2:10][CH2:9][CH2:8][O:7]1.S(=O)(=O)(O)O.[CH3:22]O. Given the product [OH:1][C:2]1[CH:3]=[C:4]([CH:14]=[CH:15][CH:16]=1)[CH2:5][C:6]1([C:11]([O:13][CH3:22])=[O:12])[CH2:10][CH2:9][CH2:8][O:7]1, predict the reactants needed to synthesize it. (3) Given the product [CH2:7]([O:6][C:4](=[O:5])[C:3]([C:1]#[N:2])([CH2:12][OH:13])[CH3:9])[CH3:8], predict the reactants needed to synthesize it. The reactants are: [C:1]([CH:3]([CH3:9])[C:4]([O:6][CH2:7][CH3:8])=[O:5])#[N:2].C=O.[C:12](=O)([O-])[O-:13].[K+].[K+]. (4) The reactants are: Cl[CH2:2][CH2:3][CH2:4][S:5]([NH:8][C:9]1[CH:14]=[C:13]([C:15]([N:17]2[CH2:22][CH2:21][CH:20]([C:23]3[CH:28]=[CH:27][C:26]([C:29]#[N:30])=[CH:25][CH:24]=3)[CH2:19][CH2:18]2)=[O:16])[CH:12]=[CH:11][C:10]=1[CH3:31])(=[O:7])=[O:6].[NH:32]1[CH2:37][CH2:36][O:35][CH2:34][CH2:33]1. Given the product [C:29]([C:26]1[CH:27]=[CH:28][C:23]([CH:20]2[CH2:21][CH2:22][N:17]([C:15]([C:13]3[CH:12]=[CH:11][C:10]([CH3:31])=[C:9]([NH:8][S:5]([CH2:4][CH2:3][CH2:2][N:32]4[CH2:37][CH2:36][O:35][CH2:34][CH2:33]4)(=[O:7])=[O:6])[CH:14]=3)=[O:16])[CH2:18][CH2:19]2)=[CH:24][CH:25]=1)#[N:30], predict the reactants needed to synthesize it. (5) The reactants are: [Cl:1][C:2]1[CH:3]=[CH:4][CH:5]=[C:6]2[C:11]=1[N:10]=[N:9][C:8](C1C=CC=CC=1)=[C:7]2[C:18]1[CH:19]=[C:20]([OH:24])[CH:21]=[CH:22][CH:23]=1.[Cl:25][C:26]1[C:31]([C:32]([F:35])([F:34])[F:33])=[CH:30][CH:29]=[CH:28][C:27]=1[CH2:36]O. Given the product [CH2:7]([C:8]1[N:9]=[N:10][C:11]2[C:6]([C:7]=1[C:18]1[CH:23]=[CH:22][CH:21]=[C:20]([O:24][CH2:36][C:27]3[CH:28]=[CH:29][CH:30]=[C:31]([C:32]([F:35])([F:34])[F:33])[C:26]=3[Cl:25])[CH:19]=1)=[CH:5][CH:4]=[CH:3][C:2]=2[Cl:1])[C:6]1[CH:11]=[CH:2][CH:3]=[CH:4][CH:5]=1, predict the reactants needed to synthesize it.